From a dataset of Full USPTO retrosynthesis dataset with 1.9M reactions from patents (1976-2016). Predict the reactants needed to synthesize the given product. Given the product [CH2:10]([O:9][C:1]([C:2]1([C:3]([O:5][CH2:6][CH3:7])=[O:4])[CH2:23][CH:22]1[CH:21]=[CH2:20])=[O:8])[CH3:11], predict the reactants needed to synthesize it. The reactants are: [C:1]([O:9][CH2:10][CH3:11])(=[O:8])[CH2:2][C:3]([O:5][CH2:6][CH3:7])=[O:4].C(O)C.[O-]CC.[Na+].Br[CH2:20]/[CH:21]=[CH:22]/[CH2:23]Br.[OH-].[Na+].